Dataset: Forward reaction prediction with 1.9M reactions from USPTO patents (1976-2016). Task: Predict the product of the given reaction. Given the reactants [CH:1]1[C:11]2[CH:10]=[CH:9][C:8]3[CH:12]=[CH:13][CH:14]=[CH:15][C:7]=3[C:6](=[C:16]3[CH2:21][CH2:20][N:19]([C:22](=[O:30])[CH2:23][NH:24][C:25](=[O:29])[O:26][CH2:27][CH3:28])[CH2:18][CH2:17]3)[C:5]=2[CH:4]=[CH:3][CH:2]=1, predict the reaction product. The product is: [CH:1]1[C:11]2[CH2:10][CH2:9][C:8]3[CH:12]=[CH:13][CH:14]=[CH:15][C:7]=3[C:6](=[C:16]3[CH2:17][CH2:18][N:19]([C:22](=[O:30])[CH2:23][NH:24][C:25](=[O:29])[O:26][CH2:27][CH3:28])[CH2:20][CH2:21]3)[C:5]=2[CH:4]=[CH:3][CH:2]=1.